From a dataset of Forward reaction prediction with 1.9M reactions from USPTO patents (1976-2016). Predict the product of the given reaction. (1) Given the reactants [CH2:1]([O:8][C:9]1[N:14]=[CH:13][C:12]([CH:15]=O)=[CH:11][CH:10]=1)[C:2]1[CH:7]=[CH:6][CH:5]=[CH:4][CH:3]=1.[N+:17]([CH3:20])([O-:19])=[O:18].C([O-])(=O)C.[NH4+], predict the reaction product. The product is: [CH2:1]([O:8][C:9]1[CH:10]=[CH:11][C:12](/[CH:15]=[CH:20]/[N+:17]([O-:19])=[O:18])=[CH:13][N:14]=1)[C:2]1[CH:7]=[CH:6][CH:5]=[CH:4][CH:3]=1. (2) Given the reactants [NH2:1][CH2:2][C:3]([NH:5][OH:6])=[O:4].CO.[CH3:9][C:10]([CH:12]=O)=O.[OH-].[Na+], predict the reaction product. The product is: [CH3:12][C:10]1[CH:9]=[N+:5]([O-:6])[C:3]([OH:4])=[CH:2][N:1]=1. (3) Given the reactants [F:1][C:2]1[CH:3]=[C:4]([C:8](=[N:20]O)[CH2:9][C:10]2[CH:15]=[CH:14][C:13]([C:16]([F:19])([F:18])[F:17])=[CH:12][N:11]=2)[CH:5]=[CH:6][CH:7]=1.CCN(CC)CC.C(OC(C(F)(F)F)=O)(C(F)(F)F)=O, predict the reaction product. The product is: [F:1][C:2]1[CH:3]=[C:4]([C:8]2[CH:9]([C:10]3[CH:15]=[CH:14][C:13]([C:16]([F:19])([F:18])[F:17])=[CH:12][N:11]=3)[N:20]=2)[CH:5]=[CH:6][CH:7]=1. (4) Given the reactants [CH3:1][O:2][C:3]1[CH:21]=[CH:20][CH:19]=[C:18]([O:22][CH3:23])[C:4]=1[CH2:5][NH:6][C:7](=O)[C:8]1[CH:13]=[CH:12][CH:11]=[CH:10][C:9]=1[N+:14]([O-:16])=[O:15].[B].CSC.Cl.O, predict the reaction product. The product is: [CH3:1][O:2][C:3]1[CH:21]=[CH:20][CH:19]=[C:18]([O:22][CH3:23])[C:4]=1[CH2:5][NH:6][CH2:7][C:8]1[CH:13]=[CH:12][CH:11]=[CH:10][C:9]=1[N+:14]([O-:16])=[O:15].